Dataset: Reaction yield outcomes from USPTO patents with 853,638 reactions. Task: Predict the reaction yield, written as a fraction of the theoretical maximum amount of product (1.0 means a 100% yield; for example, 0.34 means a 34% yield). (1) The reactants are [NH2:1][C:2]1[O:6][C:5]([C@@H:7]2[CH2:13][CH2:12][C@@H:11]3[CH2:14][N:8]2[C:9](=[O:23])[N:10]3[O:15][CH2:16][C:17]2[CH:22]=[CH:21][CH:20]=[CH:19][CH:18]=2)=[N:4][N:3]=1.[CH3:24][C:25]([O:28][C:29](O[C:29]([O:28][C:25]([CH3:27])([CH3:26])[CH3:24])=[O:30])=[O:30])([CH3:27])[CH3:26].C(N(CC)CC)C. The catalyst is CN(C)C1C=CN=CC=1.CN(C=O)C. The product is [CH2:16]([O:15][N:10]1[C:9](=[O:23])[N:8]2[CH2:14][C@H:11]1[CH2:12][CH2:13][C@H:7]2[C:5]1[O:6][C:2]([NH:1][C:29](=[O:30])[O:28][C:25]([CH3:27])([CH3:26])[CH3:24])=[N:3][N:4]=1)[C:17]1[CH:22]=[CH:21][CH:20]=[CH:19][CH:18]=1. The yield is 0.607. (2) The reactants are [C:1]([N:5]1[C:9]([C:10]([F:13])([F:12])[F:11])=[C:8]([NH:14][C:15]([NH:17][C:18]2[CH:23]=[C:22]([C:24]3[C:35](=[O:36])[N:34]([CH3:37])[C:27]4[N:28]=[C:29](SC)[N:30]=[CH:31][C:26]=4[CH:25]=3)[C:21]([Cl:38])=[CH:20][C:19]=2[F:39])=[O:16])[CH:7]=[N:6]1)([CH3:4])([CH3:3])[CH3:2].C1C=C(Cl)C=C(C(OO)=O)C=1.[CH3:51][NH2:52].C1COCC1. No catalyst specified. The product is [C:1]([N:5]1[C:9]([C:10]([F:13])([F:12])[F:11])=[C:8]([NH:14][C:15]([NH:17][C:18]2[CH:23]=[C:22]([C:24]3[C:35](=[O:36])[N:34]([CH3:37])[C:27]4[N:28]=[C:29]([NH:52][CH3:51])[N:30]=[CH:31][C:26]=4[CH:25]=3)[C:21]([Cl:38])=[CH:20][C:19]=2[F:39])=[O:16])[CH:7]=[N:6]1)([CH3:4])([CH3:3])[CH3:2]. The yield is 0.560. (3) The yield is 0.180. The product is [F:24][C:4]1[CH:3]=[C:2]([NH:1][C:36](=[O:37])[CH2:35][C:34]([NH:33][C:28]2[CH:29]=[CH:30][CH:31]=[CH:32][C:27]=2[O:26][CH3:25])=[O:39])[CH:23]=[CH:22][C:5]=1[O:6][C:7]1[CH:12]=[CH:11][N:10]=[C:9]2[CH:13]=[C:14]([N:16]3[CH2:20][CH2:19][CH2:18][C:17]3=[O:21])[S:15][C:8]=12. The catalyst is CN(C=O)C.CCOC(C)=O.CC#N. The reactants are [NH2:1][C:2]1[CH:23]=[CH:22][C:5]([O:6][C:7]2[CH:12]=[CH:11][N:10]=[C:9]3[CH:13]=[C:14]([N:16]4[CH2:20][CH2:19][CH2:18][C:17]4=[O:21])[S:15][C:8]=23)=[C:4]([F:24])[CH:3]=1.[CH3:25][O:26][C:27]1[CH:32]=[CH:31][CH:30]=[CH:29][C:28]=1[NH:33][C:34](=[O:39])[CH2:35][C:36](O)=[O:37].C(Cl)CCl.C1C=CC2N(O)N=NC=2C=1. (4) The reactants are [CH3:1][O:2][C:3]([C:5]1[CH:9]=[C:8]([N+:10]([O-])=O)[NH:7][N:6]=1)=[O:4]. The catalyst is C(O)(=O)C.O1CCCC1.[Pd]. The product is [CH3:1][O:2][C:3]([C:5]1[CH:9]=[C:8]([NH2:10])[NH:7][N:6]=1)=[O:4]. The yield is 0.850. (5) The reactants are Br[C:2]1[CH:7]=[CH:6][C:5]([OH:8])=[CH:4][CH:3]=1.[N:9]1[CH:14]=[CH:13][CH:12]=[C:11](B(O)O)[CH:10]=1.C(=O)([O-])[O-].[Na+].[Na+]. The catalyst is C1C=CC([P]([Pd]([P](C2C=CC=CC=2)(C2C=CC=CC=2)C2C=CC=CC=2)([P](C2C=CC=CC=2)(C2C=CC=CC=2)C2C=CC=CC=2)[P](C2C=CC=CC=2)(C2C=CC=CC=2)C2C=CC=CC=2)(C2C=CC=CC=2)C2C=CC=CC=2)=CC=1. The product is [N:9]1[CH:14]=[CH:13][CH:12]=[C:11]([C:2]2[CH:7]=[CH:6][C:5]([OH:8])=[CH:4][CH:3]=2)[CH:10]=1. The yield is 0.320. (6) The reactants are [Cl:1][C:2]1[CH:3]=[C:4]([NH:16][C:17]2[C:26]3[C:21](=[CH:22][CH:23]=[CH:24][C:25]=3[O:27][C@H:28]([CH3:32])[C:29](O)=[O:30])[N:20]=[CH:19][N:18]=2)[CH:5]=[CH:6][C:7]=1[O:8][CH2:9][C:10]1[CH:15]=[CH:14][CH:13]=[CH:12][N:11]=1.[CH:33]([N:36](CC)[CH:37](C)C)(C)C.CN(C(ON1N=NC2C=CC=NC1=2)=[N+](C)C)C.F[P-](F)(F)(F)(F)F.CNC.O1CCOCC1. The catalyst is CC(N(C)C)=O.O. The product is [Cl:1][C:2]1[CH:3]=[C:4]([NH:16][C:17]2[C:26]3[C:21](=[CH:22][CH:23]=[CH:24][C:25]=3[O:27][C@H:28]([CH3:32])[C:29]([N:36]([CH3:37])[CH3:33])=[O:30])[N:20]=[CH:19][N:18]=2)[CH:5]=[CH:6][C:7]=1[O:8][CH2:9][C:10]1[CH:15]=[CH:14][CH:13]=[CH:12][N:11]=1. The yield is 0.920.